This data is from NCI-60 drug combinations with 297,098 pairs across 59 cell lines. The task is: Regression. Given two drug SMILES strings and cell line genomic features, predict the synergy score measuring deviation from expected non-interaction effect. Drug 1: C1=CC(=CC=C1CCCC(=O)O)N(CCCl)CCCl. Drug 2: C(CN)CNCCSP(=O)(O)O. Cell line: RXF 393. Synergy scores: CSS=11.5, Synergy_ZIP=-2.09, Synergy_Bliss=-1.06, Synergy_Loewe=-13.2, Synergy_HSA=-1.71.